From a dataset of Reaction yield outcomes from USPTO patents with 853,638 reactions. Predict the reaction yield, written as a fraction of the theoretical maximum amount of product (1.0 means a 100% yield; for example, 0.34 means a 34% yield). The reactants are Br[C:2]1[C:7](=[O:8])[N:6]([CH2:9][C:10]2[CH:15]=[CH:14][C:13]([C:16]3[C:17]([C:22]#[N:23])=[CH:18][CH:19]=[CH:20][CH:21]=3)=[CH:12][CH:11]=2)[C:5]([CH2:24][CH2:25][CH3:26])=[N:4][C:3]=1[CH2:27][CH3:28].[CH3:29][O:30][C:31]1[CH:32]=[C:33]([OH:37])[CH:34]=[CH:35][CH:36]=1.[OH-].[K+].CS(C)=O. The catalyst is C(OCC)(=O)C. The product is [CH2:27]([C:3]1[N:4]=[C:5]([CH2:24][CH2:25][CH3:26])[N:6]([CH2:9][C:10]2[CH:15]=[CH:14][C:13]([C:16]3[C:17]([C:22]#[N:23])=[CH:18][CH:19]=[CH:20][CH:21]=3)=[CH:12][CH:11]=2)[C:7](=[O:8])[C:2]=1[O:37][C:33]1[CH:34]=[CH:35][CH:36]=[C:31]([O:30][CH3:29])[CH:32]=1)[CH3:28]. The yield is 0.510.